From a dataset of Forward reaction prediction with 1.9M reactions from USPTO patents (1976-2016). Predict the product of the given reaction. Given the reactants [F:1][C:2]1[CH:3]=[C:4]([CH2:9][C:10]([NH:12][C@H:13]([C:15]([OH:17])=O)[CH3:14])=[O:11])[CH:5]=[C:6]([F:8])[CH:7]=1.[NH2:18][CH:19]1[N:25]=[C:24]([C:26]2[CH:31]=[CH:30][CH:29]=[CH:28][CH:27]=2)[C:23]2[CH:32]=[CH:33][CH:34]=[CH:35][C:22]=2[N:21]([CH2:36][CH3:37])[C:20]1=[O:38], predict the reaction product. The product is: [F:8][C:6]1[CH:5]=[C:4]([CH2:9][C:10]([NH:12][C@H:13]([C:15]([C:19]2([NH2:18])[N:25]=[C:24]([C:26]3[CH:31]=[CH:30][CH:29]=[CH:28][CH:27]=3)[C:23]3[CH:32]=[CH:33][CH:34]=[CH:35][C:22]=3[N:21]([CH2:36][CH3:37])[C:20]2=[O:38])=[O:17])[CH3:14])=[O:11])[CH:3]=[C:2]([F:1])[CH:7]=1.